Dataset: Forward reaction prediction with 1.9M reactions from USPTO patents (1976-2016). Task: Predict the product of the given reaction. (1) The product is: [NH2:33][C@H:30]1[CH2:31][CH2:32][C@H:27]([NH:34][C:2]2[CH:3]=[C:4]([NH:21][C:22]3[CH:26]=[CH:25][O:24][N:23]=3)[C:5]3[N:6]([C:8]([C:11]([NH:13][C:14]4[CH:19]=[CH:18][N:17]=[CH:16][C:15]=4[F:20])=[O:12])=[CH:9][N:10]=3)[N:7]=2)[CH2:28][CH2:29]1. Given the reactants Cl[C:2]1[CH:3]=[C:4]([NH:21][C:22]2[CH:26]=[CH:25][O:24][N:23]=2)[C:5]2[N:6]([C:8]([C:11]([NH:13][C:14]3[CH:19]=[CH:18][N:17]=[CH:16][C:15]=3[F:20])=[O:12])=[CH:9][N:10]=2)[N:7]=1.[C@H:27]1([NH2:34])[CH2:32][CH2:31][C@H:30]([NH2:33])[CH2:29][CH2:28]1, predict the reaction product. (2) Given the reactants Br[C:2]1[CH:7]=[CH:6][CH:5]=[C:4]([F:8])[C:3]=1[CH3:9].[CH3:10][O:11][C:12](=[O:30])[C:13]1[CH:18]=[CH:17][C:16]([CH3:19])=[C:15]([C:20](=[O:29])[C:21]2[CH:26]=[CH:25][C:24]([NH2:27])=[CH:23][C:22]=2[Cl:28])[CH:14]=1.C1(P(C2CCCCC2)C2C=CC=CC=2C2C(C(C)C)=CC(C(C)C)=CC=2C(C)C)CCCCC1.C([O-])([O-])=O.[Cs+].[Cs+], predict the reaction product. The product is: [CH3:10][O:11][C:12](=[O:30])[C:13]1[CH:18]=[CH:17][C:16]([CH3:19])=[C:15]([C:20](=[O:29])[C:21]2[CH:26]=[CH:25][C:24]([NH:27][C:2]3[CH:7]=[CH:6][CH:5]=[C:4]([F:8])[C:3]=3[CH3:9])=[CH:23][C:22]=2[Cl:28])[CH:14]=1. (3) Given the reactants C(OC([NH:8][C@@H:9]([CH2:16][CH:17]1[CH2:22][CH2:21][CH2:20][CH2:19][CH2:18]1)[C@H:10]([OH:15])[CH2:11][N:12]=[N+:13]=[N-:14])=O)(C)(C)C.Cl, predict the reaction product. The product is: [NH2:8][C@@H:9]([CH2:16][CH:17]1[CH2:22][CH2:21][CH2:20][CH2:19][CH2:18]1)[C@H:10]([OH:15])[CH2:11][N:12]=[N+:13]=[N-:14].